This data is from Reaction yield outcomes from USPTO patents with 853,638 reactions. The task is: Predict the reaction yield, written as a fraction of the theoretical maximum amount of product (1.0 means a 100% yield; for example, 0.34 means a 34% yield). The product is [Br:8][C:9]1[N:18]=[C:17]([C:19]([O:21][CH3:22])=[O:20])[C:16]([O:23][S:24]([C:27]2[CH:33]=[CH:32][C:30]([CH3:31])=[CH:29][CH:28]=2)(=[O:26])=[O:25])=[C:15]2[C:10]=1[CH:11]=[CH:12][CH:13]=[N:14]2. The reactants are C(N(CC)CC)C.[Br:8][C:9]1[N:18]=[C:17]([C:19]([O:21][CH3:22])=[O:20])[C:16]([OH:23])=[C:15]2[C:10]=1[CH:11]=[CH:12][CH:13]=[N:14]2.[S:24](Cl)([C:27]1[CH:33]=[CH:32][C:30]([CH3:31])=[CH:29][CH:28]=1)(=[O:26])=[O:25].CO. The yield is 0.500. The catalyst is C(Cl)(Cl)Cl.O.